Dataset: Forward reaction prediction with 1.9M reactions from USPTO patents (1976-2016). Task: Predict the product of the given reaction. (1) The product is: [NH2:27][CH2:26][CH2:25][C:24]([O:23][C@@H:13]1[C@@H:12]([CH2:39][S:40]([OH:43])(=[O:42])=[O:41])[O:11][C@H:10]([O:44][CH2:45][CH:46]([OH:68])[CH2:47][O:48][C:49](=[O:67])[CH2:50][CH2:51][CH2:52][CH2:53][CH2:54][CH2:55][CH2:56][CH2:57][CH2:58][CH2:59][CH2:60][CH2:61][CH2:62][CH2:63][CH2:64][CH2:65][CH3:66])[C@H:9]([OH:8])[C@H:14]1[OH:15])=[O:38]. Given the reactants C([O:8][C@@H:9]1[C@@H:14]([O:15]CC2C=CC=CC=2)[C@H:13]([O:23][C:24](=[O:38])[CH2:25][CH2:26][NH:27]C(OCC2C=CC=CC=2)=O)[C@@H:12]([CH2:39][S:40]([OH:43])(=[O:42])=[O:41])[O:11][C@@H:10]1[O:44][CH2:45][CH:46]([OH:68])[CH2:47][O:48][C:49](=[O:67])[CH2:50][CH2:51][CH2:52][CH2:53][CH2:54][CH2:55][CH2:56][CH2:57][CH2:58][CH2:59][CH2:60][CH2:61][CH2:62][CH2:63][CH2:64][CH2:65][CH3:66])C1C=CC=CC=1, predict the reaction product. (2) The product is: [CH2:41]([O:43][C:44](=[O:45])[NH:46][C@H:47]([CH2:58][C:59]1[CH:60]=[CH:61][C:62]([O:65][CH3:66])=[CH:63][CH:64]=1)[C:48]([N:50]1[CH2:54][CH2:53][CH2:52][C@H:51]1[C:55](=[O:57])[NH:13][CH2:12][C:8]1[CH:7]=[C:6]2[C:11](=[CH:10][CH:9]=1)[C:2]([NH2:1])=[N:3][CH:4]=[CH:5]2)=[O:49])[CH3:42]. Given the reactants [NH2:1][C:2]1[C:11]2[C:6](=[CH:7][C:8]([CH2:12][NH:13]C([C@@H]3CCCN3C(=O)[C@H](NC(=O)C)CC3C=CC(C4C=CC=CC=4)=CC=3)=O)=[CH:9][CH:10]=2)[CH:5]=[CH:4][N:3]=1.[CH2:41]([O:43][C:44]([NH:46][C@H:47]([CH2:58][C:59]1[CH:64]=[CH:63][C:62]([O:65][CH3:66])=[CH:61][CH:60]=1)[C:48]([N:50]1[CH2:54][CH2:53][CH2:52][C@H:51]1[C:55]([OH:57])=O)=[O:49])=[O:45])[CH3:42], predict the reaction product.